Dataset: Full USPTO retrosynthesis dataset with 1.9M reactions from patents (1976-2016). Task: Predict the reactants needed to synthesize the given product. (1) Given the product [Br:8][C:9]1[CH:29]=[CH:28][C:12]2[O:13][CH2:14][CH:15]([CH3:26])[C:16]3[S:20][C:19]([C:21]([O:23][CH2:24][CH3:25])=[O:22])=[N:18][C:17]=3[C:11]=2[CH:10]=1, predict the reactants needed to synthesize it. The reactants are: C(O)(C(F)(F)F)=O.[Br:8][C:9]1[CH:29]=[CH:28][C:12]2[O:13][CH2:14][C:15](O)([CH3:26])[C:16]3[S:20][C:19]([C:21]([O:23][CH2:24][CH3:25])=[O:22])=[N:18][C:17]=3[C:11]=2[CH:10]=1.[SiH](CC)(CC)CC. (2) Given the product [NH2:1][C:2]1[N:7]=[C:6]([NH2:8])[C:5]([NH2:9])=[C:4]([OH:11])[N:3]=1, predict the reactants needed to synthesize it. The reactants are: [NH2:1][C:2]1[N:7]=[C:6]([NH2:8])[C:5]([N:9]=O)=[C:4]([OH:11])[N:3]=1.S(S([O-])=O)([O-])=O.[Na+].[Na+]. (3) Given the product [I:1][C:2]1[C:7]([O:8][CH3:10])=[CH:6][CH:5]=[C:4]([CH3:9])[N:3]=1, predict the reactants needed to synthesize it. The reactants are: [I:1][C:2]1[C:7]([OH:8])=[CH:6][CH:5]=[C:4]([CH3:9])[N:3]=1.[C:10]([O-])([O-])=O.[K+].[K+].CI. (4) Given the product [OH:10][C:7]1[CH:8]=[CH:9][C:4]([C:3]([O:2][CH3:1])=[O:11])=[CH:5][C:6]=1[I:12], predict the reactants needed to synthesize it. The reactants are: [CH3:1][O:2][C:3](=[O:11])[C:4]1[CH:9]=[CH:8][C:7]([OH:10])=[CH:6][CH:5]=1.[I:12]Cl. (5) Given the product [C:11]([C:9]1[CH:10]=[C:2]([F:1])[CH:3]=[C:4]2[C:8]=1[NH:7][CH:6]=[C:5]2/[CH:13]=[CH:19]/[C:18]([O:17][CH2:15][CH3:16])=[O:39])#[N:12], predict the reactants needed to synthesize it. The reactants are: [F:1][C:2]1[CH:3]=[C:4]2[C:8](=[C:9]([C:11]#[N:12])[CH:10]=1)[NH:7][CH:6]=[C:5]2[CH:13]=O.[CH2:15]([O:17][C:18](=[O:39])[CH:19]=P(C1C=CC=CC=1)(C1C=CC=CC=1)C1C=CC=CC=1)[CH3:16].